This data is from HIV replication inhibition screening data with 41,000+ compounds from the AIDS Antiviral Screen. The task is: Binary Classification. Given a drug SMILES string, predict its activity (active/inactive) in a high-throughput screening assay against a specified biological target. (1) The result is 0 (inactive). The molecule is Nc1ncnc2c1nnn2C1C=CC(CP(=O)(O)O)C1. (2) The drug is CC(NC(=O)C(Cc1ccccc1)NC(=O)C(Cc1ccccc1)NC(=O)OC(C)(C)C)C(=O)OCc1ccccc1. The result is 0 (inactive). (3) The drug is COc1ccc(CN2C(=S)SC(c3ccc(Cl)cc3)N2c2ccc(OC)cc2)cc1. The result is 0 (inactive). (4) The molecule is NC(CC(C(=O)O)c1ccccc1)C(=O)O. The result is 0 (inactive). (5) The drug is Cc1ccc2oc(=O)cc(CC(=O)O)c2c1. The result is 0 (inactive). (6) The result is 0 (inactive). The molecule is O=C(N=C(Nc1ccccc1)SCSC(=NC(=O)c1ccco1)Nc1ccccc1)c1ccco1.